This data is from Full USPTO retrosynthesis dataset with 1.9M reactions from patents (1976-2016). The task is: Predict the reactants needed to synthesize the given product. Given the product [Br:1][CH2:2][CH2:3][CH2:4][CH2:5][CH2:6][C@@H:7]1[CH2:24][C:23]2[CH:22]=[C:21]([OH:25])[CH:20]=[CH:19][C:18]=2[C@@H:17]2[C@@H:8]1[C@H:9]1[C@@:13]([CH2:15][C@@H:16]2[F:26])([CH3:14])[C:12](=[O:27])[CH2:11][CH2:10]1, predict the reactants needed to synthesize it. The reactants are: [Br:1][CH2:2][CH2:3][CH2:4][CH2:5][CH2:6][C@@H:7]1[CH2:24][C:23]2[C@H:18]([CH2:19][CH2:20][C:21](=[O:25])[CH:22]=2)[C@@H:17]2[C@@H:8]1[C@H:9]1[C@@:13]([CH2:15][C@@H:16]2[F:26])([CH3:14])[C:12](=[O:27])[CH2:11][CH2:10]1.O.